Dataset: NCI-60 drug combinations with 297,098 pairs across 59 cell lines. Task: Regression. Given two drug SMILES strings and cell line genomic features, predict the synergy score measuring deviation from expected non-interaction effect. (1) Cell line: SNB-75. Drug 1: CC1CCC2CC(C(=CC=CC=CC(CC(C(=O)C(C(C(=CC(C(=O)CC(OC(=O)C3CCCCN3C(=O)C(=O)C1(O2)O)C(C)CC4CCC(C(C4)OC)OCCO)C)C)O)OC)C)C)C)OC. Synergy scores: CSS=19.8, Synergy_ZIP=-6.58, Synergy_Bliss=-0.495, Synergy_Loewe=-3.46, Synergy_HSA=1.31. Drug 2: C1CN1C2=NC(=NC(=N2)N3CC3)N4CC4. (2) Drug 1: CCC1=CC2CC(C3=C(CN(C2)C1)C4=CC=CC=C4N3)(C5=C(C=C6C(=C5)C78CCN9C7C(C=CC9)(C(C(C8N6C)(C(=O)OC)O)OC(=O)C)CC)OC)C(=O)OC.C(C(C(=O)O)O)(C(=O)O)O. Drug 2: CC=C1C(=O)NC(C(=O)OC2CC(=O)NC(C(=O)NC(CSSCCC=C2)C(=O)N1)C(C)C)C(C)C. Cell line: NCI-H460. Synergy scores: CSS=58.2, Synergy_ZIP=-0.982, Synergy_Bliss=-1.97, Synergy_Loewe=-16.1, Synergy_HSA=0.867. (3) Drug 1: C1=C(C(=O)NC(=O)N1)N(CCCl)CCCl. Drug 2: CC1CCC2CC(C(=CC=CC=CC(CC(C(=O)C(C(C(=CC(C(=O)CC(OC(=O)C3CCCCN3C(=O)C(=O)C1(O2)O)C(C)CC4CCC(C(C4)OC)OCCO)C)C)O)OC)C)C)C)OC. Cell line: SW-620. Synergy scores: CSS=35.9, Synergy_ZIP=-3.34, Synergy_Bliss=0.405, Synergy_Loewe=1.18, Synergy_HSA=2.72.